From a dataset of Full USPTO retrosynthesis dataset with 1.9M reactions from patents (1976-2016). Predict the reactants needed to synthesize the given product. (1) Given the product [C:29]([N:32]1[C:40]2[C:35](=[CH:36][CH:37]=[C:38]([N:41]3[C:45](=[O:46])[C:44]([CH3:48])([CH3:47])[N:43]([CH2:27][C:25]4[CH:24]=[CH:23][N:22]=[C:21]([NH2:20])[CH:26]=4)[C:42]3=[O:49])[CH:39]=2)[C:34]([CH3:51])([CH3:50])[CH2:33]1)(=[O:31])[CH3:30], predict the reactants needed to synthesize it. The reactants are: C1C=CC(P(C2C=CC=CC=2)C2C=CC=CC=2)=CC=1.[NH2:20][C:21]1[CH:26]=[C:25]([CH2:27]O)[CH:24]=[CH:23][N:22]=1.[C:29]([N:32]1[C:40]2[C:35](=[CH:36][CH:37]=[C:38]([N:41]3[C:45](=[O:46])[C:44]([CH3:48])([CH3:47])[NH:43][C:42]3=[O:49])[CH:39]=2)[C:34]([CH3:51])([CH3:50])[CH2:33]1)(=[O:31])[CH3:30]. (2) Given the product [F:41][C:25]1([F:24])[O:29][C:28]2[CH:30]=[CH:31][C:32]([C@H:34]3[C@H:35]([C:36]([O:38][CH2:39][CH3:40])=[O:37])[C:2]3([CH3:4])[CH3:3])=[CH:33][C:27]=2[O:26]1, predict the reactants needed to synthesize it. The reactants are: [I-].[CH:2]([P+](C1C=CC=CC=1)(C1C=CC=CC=1)C1C=CC=CC=1)([CH3:4])[CH3:3].[F:24][C:25]1([F:41])[O:29][C:28]2[CH:30]=[CH:31][C:32]([CH:34]=[CH:35][C:36]([O:38][CH2:39][CH3:40])=[O:37])=[CH:33][C:27]=2[O:26]1. (3) The reactants are: I[C:2]1[C:10]2[C:5](=[CH:6][CH:7]=[C:8]([NH:11][C:12](=[O:24])[CH:13]([N:19]3[CH2:23][CH2:22][CH2:21][CH2:20]3)[C:14]3[CH:18]=[CH:17][S:16][CH:15]=3)[CH:9]=2)[NH:4][N:3]=1.[CH:25]1([NH:31][C:32]2[CH:37]=[CH:36][C:35](B3OC(C)(C)C(C)(C)O3)=[CH:34][CH:33]=2)[CH2:30][CH2:29][CH2:28][CH2:27][CH2:26]1.C([O-])([O-])=O.[Na+].[Na+]. Given the product [CH:32]1([NH:31][C:25]2[CH:30]=[CH:29][C:28]([C:2]3[C:10]4[C:5](=[CH:6][CH:7]=[C:8]([NH:11][C:12](=[O:24])[CH:13]([N:19]5[CH2:23][CH2:22][CH2:21][CH2:20]5)[C:14]5[CH:18]=[CH:17][S:16][CH:15]=5)[CH:9]=4)[NH:4][N:3]=3)=[CH:27][CH:26]=2)[CH2:37][CH2:36][CH2:35][CH2:34][CH2:33]1, predict the reactants needed to synthesize it. (4) Given the product [CH:1]1([C:4]([CH:6]2[CH2:8][CH2:7]2)([OH:5])[C:9]#[CH:10])[CH2:3][CH2:2]1, predict the reactants needed to synthesize it. The reactants are: [CH:1]1([C:4]([CH:6]2[CH2:8][CH2:7]2)=[O:5])[CH2:3][CH2:2]1.[C:9]([Mg]Br)#[CH:10].[Cl-].[NH4+].Cl. (5) Given the product [Cl:1][C:2]1[CH:7]=[CH:6][C:5]([S:8]([N:11]2[CH2:16][CH2:15][CH2:14][C@@H:13]([NH:17][C:18]3[N:23]=[C:22]([C:24]4[N:31]5[C:27]([S:28][CH:29]=[CH:30]5)=[N:26][C:25]=4[C:32]4[CH:33]=[C:34]([CH:37]=[CH:38][CH:39]=4)[CH:35]=[N:41][OH:42])[CH:21]=[CH:20][N:19]=3)[CH2:12]2)(=[O:10])=[O:9])=[CH:4][CH:3]=1, predict the reactants needed to synthesize it. The reactants are: [Cl:1][C:2]1[CH:7]=[CH:6][C:5]([S:8]([N:11]2[CH2:16][CH2:15][CH2:14][C@@H:13]([NH:17][C:18]3[N:23]=[C:22]([C:24]4[N:31]5[C:27]([S:28][CH:29]=[CH:30]5)=[N:26][C:25]=4[C:32]4[CH:33]=[C:34]([CH:37]=[CH:38][CH:39]=4)[CH:35]=O)[CH:21]=[CH:20][N:19]=3)[CH2:12]2)(=[O:10])=[O:9])=[CH:4][CH:3]=1.Cl.[NH2:41][OH:42].C(O)(=O)C. (6) Given the product [OH:3][N:2]=[C:5]([C:30]1[C:39]2[C:34](=[CH:35][CH:36]=[C:37]([O:40][CH3:41])[CH:38]=2)[N:33]=[CH:32][C:31]=1[F:42])[CH2:6][CH2:7][CH:8]1[CH2:13][CH2:12][N:11]([CH2:14][CH2:15][S:16][C:17]2[CH:22]=[C:21]([F:23])[CH:20]=[CH:19][C:18]=2[F:24])[CH2:10][CH:9]1[CH2:25][C:26]([O:28][CH3:29])=[O:27], predict the reactants needed to synthesize it. The reactants are: Cl.[NH2:2][OH:3].O=[C:5]([C:30]1[C:39]2[C:34](=[CH:35][CH:36]=[C:37]([O:40][CH3:41])[CH:38]=2)[N:33]=[CH:32][C:31]=1[F:42])[CH2:6][CH2:7][CH:8]1[CH2:13][CH2:12][N:11]([CH2:14][CH2:15][S:16][C:17]2[CH:22]=[C:21]([F:23])[CH:20]=[CH:19][C:18]=2[F:24])[CH2:10][CH:9]1[CH2:25][C:26]([O:28][CH3:29])=[O:27]. (7) The reactants are: [CH:1]1([CH2:6][C@H:7]([CH2:28][N:29]([CH:38]=[O:39])[O:30][CH2:31][C:32]2[CH:37]=[CH:36][CH:35]=[CH:34][CH:33]=2)[C:8]([N:10]2[C@H:14]([C:15](O)=[O:16])[CH2:13][CH2:12][N:11]2[C:18]([O:20][CH2:21][C:22]2[CH:27]=[CH:26][CH:25]=[CH:24][CH:23]=2)=[O:19])=[O:9])[CH2:5][CH2:4][CH2:3][CH2:2]1.[NH:40]1[C:44]2[CH:45]=[CH:46][C:47]([NH2:49])=[CH:48][C:43]=2[N:42]=[N:41]1.CN1CCOCC1. Given the product [NH:40]1[C:44]2[CH:45]=[CH:46][C:47]([NH:49][C:15]([C@@H:14]3[CH2:13][CH2:12][N:11]([C:18]([O:20][CH2:21][C:22]4[CH:27]=[CH:26][CH:25]=[CH:24][CH:23]=4)=[O:19])[N:10]3[C:8](=[O:9])[C@@H:7]([CH2:28][N:29]([CH:38]=[O:39])[O:30][CH2:31][C:32]3[CH:37]=[CH:36][CH:35]=[CH:34][CH:33]=3)[CH2:6][CH:1]3[CH2:2][CH2:3][CH2:4][CH2:5]3)=[O:16])=[CH:48][C:43]=2[N:42]=[N:41]1, predict the reactants needed to synthesize it.